From a dataset of Full USPTO retrosynthesis dataset with 1.9M reactions from patents (1976-2016). Predict the reactants needed to synthesize the given product. (1) The reactants are: C(O)(=O)[C@@H](C1C=CC=CC=1)O.[NH2:12][C:13]1([CH3:27])[C:17]2([CH2:19][CH2:18]2)[CH2:16][N:15]([CH2:20][C:21]2[CH:26]=[CH:25][CH:24]=[CH:23][CH:22]=2)[CH2:14]1.[OH-].[Na+]. Given the product [NH2:12][C:13]1([CH3:27])[C:17]2([CH2:19][CH2:18]2)[CH2:16][N:15]([CH2:20][C:21]2[CH:26]=[CH:25][CH:24]=[CH:23][CH:22]=2)[CH2:14]1, predict the reactants needed to synthesize it. (2) Given the product [Cl:17][C:18]1[CH:25]=[C:24]([S:26]([CH3:29])(=[O:28])=[O:27])[CH:23]=[CH:22][C:19]=1[CH2:20][NH:21][C:9](=[O:11])[C:8]1[CH:12]=[CH:13][C:5]([O:4][CH2:3][C:2]([F:1])([F:15])[F:14])=[N:6][CH:7]=1, predict the reactants needed to synthesize it. The reactants are: [F:1][C:2]([F:15])([F:14])[CH2:3][O:4][C:5]1[CH:13]=[CH:12][C:8]([C:9]([OH:11])=O)=[CH:7][N:6]=1.Cl.[Cl:17][C:18]1[CH:25]=[C:24]([S:26]([CH3:29])(=[O:28])=[O:27])[CH:23]=[CH:22][C:19]=1[CH2:20][NH2:21].ON1C2C=CC=CC=2N=N1.Cl.C(N=C=NCCCN(C)C)C.C(N(C(C)C)CC)(C)C. (3) The reactants are: [C:1]([C:3]1[CH:23]=[CH:22][C:6]([CH2:7][N:8]2[C:16]3[C:11](=[C:12]([F:17])[CH:13]=[CH:14][CH:15]=3)[C:10]([C:18]([O:20]C)=[O:19])=[CH:9]2)=[CH:5][CH:4]=1)#[N:2].[I-].[Li+].N1C=CC=CC=1.Cl. Given the product [C:1]([C:3]1[CH:4]=[CH:5][C:6]([CH2:7][N:8]2[C:16]3[C:11](=[C:12]([F:17])[CH:13]=[CH:14][CH:15]=3)[C:10]([C:18]([OH:20])=[O:19])=[CH:9]2)=[CH:22][CH:23]=1)#[N:2], predict the reactants needed to synthesize it.